This data is from Full USPTO retrosynthesis dataset with 1.9M reactions from patents (1976-2016). The task is: Predict the reactants needed to synthesize the given product. (1) Given the product [OH:36][C:26]1([C:22]2[CH:21]=[C:20]([C:5]3[CH:6]=[C:7]([NH:9][C:10]4[N:15]=[C:14]([C:16]([F:19])([F:18])[F:17])[CH:13]=[CH:12][N:11]=4)[CH:8]=[C:3]([CH3:2])[CH:4]=3)[CH:25]=[CH:24][N:23]=2)[CH2:35][CH2:34][C:29](=[O:30])[CH2:28][CH2:27]1, predict the reactants needed to synthesize it. The reactants are: Cl.[CH3:2][C:3]1[CH:4]=[C:5]([C:20]2[CH:25]=[CH:24][N:23]=[C:22]([C:26]3([OH:36])[CH2:35][CH2:34][C:29]4(OCC[O:30]4)[CH2:28][CH2:27]3)[CH:21]=2)[CH:6]=[C:7]([NH:9][C:10]2[N:15]=[C:14]([C:16]([F:19])([F:18])[F:17])[CH:13]=[CH:12][N:11]=2)[CH:8]=1.C(=O)(O)[O-].[Na+]. (2) Given the product [CH:39]1([CH2:42][N:43]([C:53]2[CH:58]=[CH:57][CH:56]=[C:55]([C:59]([OH:66])([C:62]([F:63])([F:64])[F:65])[C:60]#[C:61][C:2]3[CH:7]=[CH:6][C:5]([S:8]([CH:11]([CH3:13])[CH3:12])(=[O:10])=[O:9])=[CH:4][CH:3]=3)[CH:54]=2)[S:44]([C:47]2[CH:48]=[CH:49][CH:50]=[CH:51][CH:52]=2)(=[O:45])=[O:46])[CH2:41][CH2:40]1, predict the reactants needed to synthesize it. The reactants are: I[C:2]1[CH:7]=[CH:6][C:5]([S:8]([CH:11]([CH3:13])[CH3:12])(=[O:10])=[O:9])=[CH:4][CH:3]=1.C1(P(C2C=CC=CC=2)C2C=CC=CC=2)C=CC=CC=1.C([O-])([O-])=O.[K+].[K+].[CH:39]1([CH2:42][N:43]([C:53]2[CH:58]=[CH:57][CH:56]=[C:55]([C:59]([OH:66])([C:62]([F:65])([F:64])[F:63])[C:60]#[CH:61])[CH:54]=2)[S:44]([C:47]2[CH:52]=[CH:51][CH:50]=[CH:49][CH:48]=2)(=[O:46])=[O:45])[CH2:41][CH2:40]1. (3) Given the product [Cl:1][C:2]1[CH:10]=[CH:9][C:8]2[N:7]([CH2:24][CH2:23][C:21]3[CH:22]=[C:17]([CH3:16])[C:18]([NH:25][C:26](=[O:28])[CH3:27])=[N:19][CH:20]=3)[C:6]3[CH2:11][CH2:12][N:13]([CH3:15])[CH2:14][C:5]=3[C:4]=2[CH:3]=1, predict the reactants needed to synthesize it. The reactants are: [Cl:1][C:2]1[CH:10]=[CH:9][C:8]2[NH:7][C:6]3[CH2:11][CH2:12][N:13]([CH3:15])[CH2:14][C:5]=3[C:4]=2[CH:3]=1.[CH3:16][C:17]1[C:18]([NH:25][C:26](=[O:28])[CH3:27])=[N:19][CH:20]=[C:21]([CH:23]=[CH2:24])[CH:22]=1.[OH-].[K+].